This data is from Forward reaction prediction with 1.9M reactions from USPTO patents (1976-2016). The task is: Predict the product of the given reaction. Given the reactants Cl.[Br:2][C:3]1[CH:8]=[C:7]([F:9])[CH:6]=[CH:5][C:4]=1[N:10]1[CH2:15][CH2:14][NH:13][CH2:12][C:11]1=[O:16].C(=O)([O-])O.[Na+].[C:22](O[C:22]([O:24][C:25]([CH3:28])([CH3:27])[CH3:26])=[O:23])([O:24][C:25]([CH3:28])([CH3:27])[CH3:26])=[O:23], predict the reaction product. The product is: [Br:2][C:3]1[CH:8]=[C:7]([F:9])[CH:6]=[CH:5][C:4]=1[N:10]1[CH2:15][CH2:14][N:13]([C:22]([O:24][C:25]([CH3:28])([CH3:27])[CH3:26])=[O:23])[CH2:12][C:11]1=[O:16].